This data is from Forward reaction prediction with 1.9M reactions from USPTO patents (1976-2016). The task is: Predict the product of the given reaction. (1) Given the reactants [Br:1][C:2]1[C:3]([C:10]([O:12][CH3:13])=[O:11])=[N:4][C:5]([Cl:9])=[CH:6][C:7]=1Cl.[CH3:14][NH:15][CH:16]1[CH2:21][CH2:20][O:19][CH2:18][CH2:17]1, predict the reaction product. The product is: [Br:1][C:2]1[C:3]([C:10]([O:12][CH3:13])=[O:11])=[N:4][C:5]([Cl:9])=[CH:6][C:7]=1[N:15]([CH3:14])[CH:16]1[CH2:21][CH2:20][O:19][CH2:18][CH2:17]1. (2) Given the reactants Br[C:2]1[CH:10]=[C:9]2[C:5]([C:6]([C:22]#[N:23])=[C:7]([C:13]3[CH:18]=[CH:17][C:16]([O:19][CH2:20][CH3:21])=[CH:15][CH:14]=3)[N:8]2[CH2:11][CH3:12])=[CH:4][CH:3]=1.BrC1C=C2C(C=CN2)=CC=1.[C:34]([N:41]1[CH2:46][CH2:45][NH:44][CH2:43][CH2:42]1)([O:36][C:37]([CH3:40])([CH3:39])[CH3:38])=[O:35].C1(C)C=CC=CC=1, predict the reaction product. The product is: [C:37]([O:36][C:34]([N:41]1[CH2:46][CH2:45][N:44]([C:2]2[CH:10]=[C:9]3[C:5]([C:6]([C:22]#[N:23])=[C:7]([C:13]4[CH:18]=[CH:17][C:16]([O:19][CH2:20][CH3:21])=[CH:15][CH:14]=4)[N:8]3[CH2:11][CH3:12])=[CH:4][CH:3]=2)[CH2:43][CH2:42]1)=[O:35])([CH3:40])([CH3:38])[CH3:39]. (3) Given the reactants C(=O)([O-])[O-].[K+].[K+].[OH:7][N:8]1[C:12](=[O:13])[C:11]2=[CH:14][CH:15]=[CH:16][CH:17]=[C:10]2[C:9]1=[O:18].C1OCCOCCOCCOCCOCCOC1.[CH:37]1(Br)[CH2:42][CH2:41][CH2:40][CH2:39][CH2:38]1, predict the reaction product. The product is: [CH:37]1([O:7][N:8]2[C:9](=[O:18])[C:10]3[C:11](=[CH:14][CH:15]=[CH:16][CH:17]=3)[C:12]2=[O:13])[CH2:42][CH2:41][CH2:40][CH2:39][CH2:38]1. (4) Given the reactants Cl[C:2]1[C:3]2[CH:4]=[C:5]3[CH:17]=[C:16]([O:18][CH3:19])[C:15]([O:20][CH3:21])=[CH:14][C:6]3=[N:7][C:8]=2[N:9]=[CH:10][C:11]=1[C:12]#[N:13].[Cl:22][C:23]1[CH:29]=[C:28]([Cl:30])[C:27]([O:31][CH3:32])=[CH:26][C:24]=1[NH2:25].Cl.N1C=CC=CC=1, predict the reaction product. The product is: [Cl:22][C:23]1[CH:29]=[C:28]([Cl:30])[C:27]([O:31][CH3:32])=[CH:26][C:24]=1[NH:25][C:2]1[C:3]2[CH:4]=[C:5]3[CH:17]=[C:16]([O:18][CH3:19])[C:15]([O:20][CH3:21])=[CH:14][C:6]3=[N:7][C:8]=2[N:9]=[CH:10][C:11]=1[C:12]#[N:13]. (5) Given the reactants [Li][CH2:2][CH2:3][CH2:4][CH3:5].[B:6]([O:15][CH:16](C)C)([O:11]C(C)C)OC(C)C.[CH2:19]1[CH2:23]O[CH2:21][CH2:20]1, predict the reaction product. The product is: [CH3:5][CH:4]1[CH2:16][O:15][B:6]([OH:11])[C:23]2[CH:19]=[CH:20][CH:21]=[CH:2][C:3]1=2. (6) The product is: [Br:1][C:2]1[CH:11]=[CH:10][C:9]2[C:8](=[O:14])[NH:12][CH2:7][CH2:6][CH2:5][C:4]=2[CH:3]=1. Given the reactants [Br:1][C:2]1[CH:3]=[C:4]2[C:9](=[CH:10][CH:11]=1)/[C:8](=[N:12]\O)/[CH2:7][CH2:6][CH2:5]2.[O:14]=S(Cl)Cl, predict the reaction product.